From a dataset of Full USPTO retrosynthesis dataset with 1.9M reactions from patents (1976-2016). Predict the reactants needed to synthesize the given product. (1) Given the product [C:1]1([C:34]2[CH:39]=[CH:38][CH:37]=[CH:36][CH:35]=2)[CH:2]=[CH:3][C:4]([C:7]2[C:16]3[C:11](=[CH:12][C:13]([O:19][CH3:20])=[C:14]([O:17][CH3:18])[CH:15]=3)[C:10]([N:21]([CH3:40])[C:22]([C:24]3[C:32]4[O:31][CH2:30][O:29][C:28]=4[CH:27]=[CH:26][C:25]=3[Br:33])=[O:23])=[CH:9][CH:8]=2)=[CH:5][CH:6]=1, predict the reactants needed to synthesize it. The reactants are: [C:1]1([C:34]2[CH:39]=[CH:38][CH:37]=[CH:36][CH:35]=2)[CH:6]=[CH:5][C:4]([C:7]2[C:16]3[C:11](=[CH:12][C:13]([O:19][CH3:20])=[C:14]([O:17][CH3:18])[CH:15]=3)[C:10]([NH:21][C:22]([C:24]3[C:32]4[O:31][CH2:30][O:29][C:28]=4[CH:27]=[CH:26][C:25]=3[Br:33])=[O:23])=[CH:9][CH:8]=2)=[CH:3][CH:2]=1.[C:40](N)(=O)C1C=CC=CC=1.[H-].[Na+].CI. (2) Given the product [Cl:19][C:20]1[C:21]([N:30]2[CH2:31][CH2:32][CH:33]([NH:36][C:2]3[C:3](=[O:18])[N:4]([CH:15]([CH3:17])[CH3:16])[S:5](=[O:14])(=[O:13])[C:6]=3[C:7]3[CH:12]=[CH:11][CH:10]=[CH:9][CH:8]=3)[CH2:34][CH2:35]2)=[N:22][CH:23]=[C:24]([C:26]([F:28])([F:29])[F:27])[CH:25]=1, predict the reactants needed to synthesize it. The reactants are: Cl[C:2]1[C:3](=[O:18])[N:4]([CH:15]([CH3:17])[CH3:16])[S:5](=[O:14])(=[O:13])[C:6]=1[C:7]1[CH:12]=[CH:11][CH:10]=[CH:9][CH:8]=1.[Cl:19][C:20]1[C:21]([N:30]2[CH2:35][CH2:34][CH:33]([NH2:36])[CH2:32][CH2:31]2)=[N:22][CH:23]=[C:24]([C:26]([F:29])([F:28])[F:27])[CH:25]=1. (3) The reactants are: [CH:1]1[C:13]2[CH:12]([CH2:14][O:15][C:16]([N:18]3[CH2:22][CH2:21][CH2:20][C@H:19]3[C:23]([OH:25])=[O:24])=[O:17])[C:11]3[C:6](=[CH:7][CH:8]=[CH:9][CH:10]=3)[C:5]=2[CH:4]=[CH:3][CH:2]=1.C(N(C(C)C)C(C)C)C.Br[CH2:36][C:37]([O:39][C:40]([CH3:43])([CH3:42])[CH3:41])=[O:38]. Given the product [N:18]1([C:16]([O:15][CH2:14][CH:12]2[C:11]3[CH:10]=[CH:9][CH:8]=[CH:7][C:6]=3[C:5]3[C:13]2=[CH:1][CH:2]=[CH:3][CH:4]=3)=[O:17])[CH2:22][CH2:21][CH2:20][C@H:19]1[C:23]([O:25][CH2:36][C:37]([O:39][C:40]([CH3:43])([CH3:42])[CH3:41])=[O:38])=[O:24], predict the reactants needed to synthesize it. (4) Given the product [C:1]([O:4][C:5]1[C:6]([CH3:14])=[C:7]([CH:11]=[CH:12][CH:13]=1)[C:8]([Cl:17])=[O:9])(=[O:3])[CH3:2], predict the reactants needed to synthesize it. The reactants are: [C:1]([O:4][C:5]1[C:6]([CH3:14])=[C:7]([CH:11]=[CH:12][CH:13]=1)[C:8](O)=[O:9])(=[O:3])[CH3:2].S(Cl)([Cl:17])=O.CN(C)C=O. (5) Given the product [CH3:13][O:12][C:11]1[CH:10]=[CH:9][C:8]2[NH:7][C:6](=[O:14])[C:5]3[S:15][CH:16]=[CH:17][C:4]=3[C:3]=2[C:2]=1[C:26]1[CH:35]=[C:34]2[C:29]([CH2:30][CH2:31][N:32]([C:36]([O:38][C:39]([CH3:42])([CH3:41])[CH3:40])=[O:37])[CH2:33]2)=[CH:28][CH:27]=1, predict the reactants needed to synthesize it. The reactants are: Br[C:2]1[C:3]2[C:4]3[CH:17]=[CH:16][S:15][C:5]=3[C:6](=[O:14])[NH:7][C:8]=2[CH:9]=[CH:10][C:11]=1[O:12][CH3:13].CC1(C)C(C)(C)OB([C:26]2[CH:35]=[C:34]3[C:29]([CH2:30][CH2:31][N:32]([C:36]([O:38][C:39]([CH3:42])([CH3:41])[CH3:40])=[O:37])[CH2:33]3)=[CH:28][CH:27]=2)O1.